Dataset: Human liver microsome stability data. Task: Regression/Classification. Given a drug SMILES string, predict its absorption, distribution, metabolism, or excretion properties. Task type varies by dataset: regression for continuous measurements (e.g., permeability, clearance, half-life) or binary classification for categorical outcomes (e.g., BBB penetration, CYP inhibition). Dataset: hlm. (1) The molecule is CS(=O)(=O)N1Cc2ccc(S(=O)(=O)c3ccc4c(c3)OCCO4)cc2C1. The result is 0 (unstable in human liver microsomes). (2) The molecule is C=C[C@@H]1C[C@]1(NC(=O)[C@@H]1C[C@@](OC)(c2ccc(-c3cscn3)cc2)CN1C(=O)[C@@H](NC(=O)OC1CCCC1)C(C)(C)C)C(=O)NS(=O)(=O)C1CC1. The result is 0 (unstable in human liver microsomes). (3) The molecule is O=C(O)c1ccc(OC2CCN(C(=O)NCc3ccc(Cl)cc3Cl)CC2)cc1. The result is 0 (unstable in human liver microsomes). (4) The compound is CN(C)CCC(c1ccc(Cl)c(Cl)c1)n1ncnn1. The result is 0 (unstable in human liver microsomes). (5) The compound is CS(=O)(=O)CCCn1c(Cn2c(=O)n(C3CC3)c3ccncc32)nc2ccccc21. The result is 0 (unstable in human liver microsomes). (6) The result is 1 (stable in human liver microsomes). The drug is CN(c1ccc2c(c1)S(=O)(=O)NC(c1c(O)c(-c3cccs3)nn(CCC(C)(C)C)c1=O)=N2)S(C)(=O)=O. (7) The compound is CC(C)(C)OC[C@@H]1C(=O)NCCN1C(=O)C[C@H](N)Cc1cc(F)c(F)cc1F. The result is 0 (unstable in human liver microsomes). (8) The drug is CC(C)[C@]1(C(=O)N2C[C@@H]3C[C@H]2CN3C(=O)C(C)(C)C)CC[C@@H](NC2CCOCC2)C1. The result is 0 (unstable in human liver microsomes). (9) The drug is C[C@@H]1CN(c2ccc(F)cc2C(F)(F)F)CCN1S(=O)(=O)c1ccc([C@@](O)(C(N)=O)C(F)(F)F)cc1. The result is 1 (stable in human liver microsomes).